Dataset: Full USPTO retrosynthesis dataset with 1.9M reactions from patents (1976-2016). Task: Predict the reactants needed to synthesize the given product. (1) The reactants are: [F:1][C:2]1[C:24]([N:25]2[CH2:31][CH2:30][CH2:29][N:28]([CH3:32])[CH2:27][CH2:26]2)=[CH:23][C:5]2[NH:6][C:7]([C:9]3[C:13]([N+:14]([O-])=O)=[CH:12][N:11]([CH:17]4[CH2:22][CH2:21][CH2:20][CH2:19][O:18]4)[N:10]=3)=[N:8][C:4]=2[CH:3]=1.[H][H]. Given the product [F:1][C:2]1[C:24]([N:25]2[CH2:31][CH2:30][CH2:29][N:28]([CH3:32])[CH2:27][CH2:26]2)=[CH:23][C:5]2[NH:6][C:7]([C:9]3[C:13]([NH2:14])=[CH:12][N:11]([CH:17]4[CH2:22][CH2:21][CH2:20][CH2:19][O:18]4)[N:10]=3)=[N:8][C:4]=2[CH:3]=1, predict the reactants needed to synthesize it. (2) Given the product [CH3:13][O:14][C:15](=[O:25])[CH:16]([C:17]1[CH:22]=[CH:21][C:20]([Cl:23])=[C:19]([Cl:24])[CH:18]=1)[CH2:27][C:28]([O:30][C:31]([CH3:34])([CH3:33])[CH3:32])=[O:29], predict the reactants needed to synthesize it. The reactants are: C([Li])CCC.C(NC(C)C)(C)C.[CH3:13][O:14][C:15](=[O:25])[CH2:16][C:17]1[CH:22]=[CH:21][C:20]([Cl:23])=[C:19]([Cl:24])[CH:18]=1.Br[CH2:27][C:28]([O:30][C:31]([CH3:34])([CH3:33])[CH3:32])=[O:29].